This data is from Reaction yield outcomes from USPTO patents with 853,638 reactions. The task is: Predict the reaction yield, written as a fraction of the theoretical maximum amount of product (1.0 means a 100% yield; for example, 0.34 means a 34% yield). (1) The reactants are N1C=CC=CC=1.[CH3:7][O:8][C:9]1[CH:14]=[CH:13][C:12]([CH2:15][CH2:16][CH2:17][CH2:18][OH:19])=[CH:11][CH:10]=1.[C:20]1([CH3:30])[CH:25]=[CH:24][C:23]([S:26](Cl)(=[O:28])=[O:27])=[CH:22][CH:21]=1. The catalyst is C(Cl)(Cl)Cl. The product is [CH3:7][O:8][C:9]1[CH:14]=[CH:13][C:12]([CH2:15][CH2:16][CH2:17][CH2:18][O:19][S:26]([C:23]2[CH:24]=[CH:25][C:20]([CH3:30])=[CH:21][CH:22]=2)(=[O:28])=[O:27])=[CH:11][CH:10]=1. The yield is 0.660. (2) The reactants are [O:1]1[CH2:5][CH2:4][CH2:3][CH2:2]1.[Br:6][C:7]1[S:8][C:9](Br)=[CH:10][CH:11]=1.[CH2:13]([Li])[CH2:14][CH2:15][CH3:16]. The catalyst is O. The product is [Br:6][C:7]1[S:8][C:9]([CH:5]([C:4]2[CH:13]=[CH:14][C:15]([CH3:16])=[CH:2][CH:3]=2)[OH:1])=[CH:10][CH:11]=1. The yield is 0.775.